Task: Regression. Given a peptide amino acid sequence and an MHC pseudo amino acid sequence, predict their binding affinity value. This is MHC class II binding data.. Dataset: Peptide-MHC class II binding affinity with 134,281 pairs from IEDB (1) The MHC is DRB5_0101 with pseudo-sequence DRB5_0101. The binding affinity (normalized) is 0.168. The peptide sequence is DVLSQPMLPHTWDGS. (2) The peptide sequence is MTSRFMTDPHAMRDM. The MHC is DRB4_0101 with pseudo-sequence DRB4_0103. The binding affinity (normalized) is 0.119.